From a dataset of Experimentally validated miRNA-target interactions with 360,000+ pairs, plus equal number of negative samples. Binary Classification. Given a miRNA mature sequence and a target amino acid sequence, predict their likelihood of interaction. (1) Result: 1 (interaction). The protein sequence of the target gene is MGSRPRSPSAFPAPWWGQQPGGPGPAKRLRLEEPAGPEPRVAPSLEDPAGTPAVGALTSIVVLAAGCALRVPLDDVDLVLELPPTSILRVSLDGHTLILIPEVLLSSVDERSGAQDDSSAGLEVDVFLGALREDVVVEQEVFCASVPEIAAQEEAYEEDADPEFPELQMDSAAGSAAGLYSSARSMFSPYREGPIPEPCALAPNPSSEGHSPGPFFDPEFRLLEPVPSSPLQPLPPSPRVGSPGPHAHPPLPKRPPCKARRRLFQE. The miRNA is hsa-miR-7852-3p with sequence UAUGUAGUAGUCAAAGGCAUUU. (2) The miRNA is bta-miR-93 with sequence CAAAGUGCUGUUCGUGCAGGUA. The protein sequence of the target gene is MKVKMLSRNPDNYVRETKLDLQRVPRNYDPALHPFEVPREYIRALNATKLERVFAKPFLASLDGHRDGVNCLAKHPEKLATVLSGACDGEVRIWNLTQRNCIRTIQAHEGFVRGICTRFCGTSFFTVGDDKTVKQWKMDGPGYGDEEEPLHTILGKTVYTGIDHHWKEAVFATCGQQVDIWDEQRTNPICSMTWGFDSISSVKFNPIETFLLGSCASDRNIVLYDMRQATPLKKVILDMRTNTICWNPMEAFIFTAANEDYNLYTFDMRALDTPVMVHMDHVSAVLDVDYSPTGKEFVSA.... Result: 0 (no interaction).